From a dataset of CYP2C19 inhibition data for predicting drug metabolism from PubChem BioAssay. Regression/Classification. Given a drug SMILES string, predict its absorption, distribution, metabolism, or excretion properties. Task type varies by dataset: regression for continuous measurements (e.g., permeability, clearance, half-life) or binary classification for categorical outcomes (e.g., BBB penetration, CYP inhibition). Dataset: cyp2c19_veith. (1) The drug is CC(=O)NCCNc1ncnc2ccc(-c3ccc(C(=O)N(C)C)cc3)cc12. The result is 0 (non-inhibitor). (2) The drug is Cc1cccc(N(C(=O)Cc2cccs2)C(C(=O)NC2CCCC2)c2ccsc2)c1. The result is 0 (non-inhibitor). (3) The drug is Cc1ccsc1/C=C1/SC(=O)N(CC(=O)N2CCOCC2)C1=O. The result is 0 (non-inhibitor). (4) The compound is CCCC/C=C/C(NC(=O)c1ccc(-c2ccccc2)cc1)c1ccccc1. The result is 0 (non-inhibitor). (5) The compound is Cc1nc2cnc(Nc3ccccc3)nc2n(CCc2ccccc2)c1=O. The result is 0 (non-inhibitor).